This data is from Full USPTO retrosynthesis dataset with 1.9M reactions from patents (1976-2016). The task is: Predict the reactants needed to synthesize the given product. (1) Given the product [C:2]([O:4][C@H:5]1[C:14]2[C@:15]3([CH3:30])[C:16](/[C:17](=[CH:18]\[NH:32][C:33]4[CH:38]=[CH:37][CH:36]=[CH:35][CH:34]=4)/[C:23](=[O:24])[O:25][C@@H:26]3[CH2:27][O:28][CH3:29])=[C:20]([OH:19])[C:21](=[O:22])[C:13]=2[C@H:8]2[C@@:7]([CH3:31])([C@@H:11]([OH:12])[CH2:10][CH2:9]2)[CH2:6]1)(=[O:3])[CH3:1], predict the reactants needed to synthesize it. The reactants are: [CH3:1][C:2]([O:4][C@H:5]1[C:14]2[C@@:15]3([CH3:30])[C@@H:26]([CH2:27][O:28][CH3:29])[O:25][C:23](=[O:24])[C:17]4=[CH:18][O:19][C:20]([C:21](=[O:22])[C:13]=2[C@@H:8]2[CH2:9][CH2:10][C@H:11]([OH:12])[C@@:7]2([CH3:31])[CH2:6]1)=[C:16]34)=[O:3].[NH2:32][C:33]1[CH:38]=[CH:37][CH:36]=[CH:35][CH:34]=1. (2) Given the product [N:1]1[CH:6]=[CH:5][CH:4]=[C:3]([C:11]2[CH:12]=[C:13]([CH:29]=[CH:30][CH:31]=2)[O:14][CH2:15][CH2:16][CH2:17][N:18]2[C:19](=[O:28])[C:20]3[C:25](=[CH:24][CH:23]=[CH:22][CH:21]=3)[C:26]2=[O:27])[CH:2]=1, predict the reactants needed to synthesize it. The reactants are: [N:1]1[CH:6]=[CH:5][CH:4]=[C:3](B(O)O)[CH:2]=1.Br[C:11]1[CH:12]=[C:13]([CH:29]=[CH:30][CH:31]=1)[O:14][CH2:15][CH2:16][CH2:17][N:18]1[C:26](=[O:27])[C:25]2[C:20](=[CH:21][CH:22]=[CH:23][CH:24]=2)[C:19]1=[O:28].C(=O)([O-])[O-].[K+].[K+]. (3) Given the product [I:16][C:13]1[CH:14]=[CH:15][C:10]([C:9]2[O:19][C:18]([C:20]3[N:21]([CH3:25])[CH:22]=[CH:23][CH:24]=3)=[N:7][N:8]=2)=[CH:11][CH:12]=1, predict the reactants needed to synthesize it. The reactants are: P(Cl)(Cl)(Cl)=O.C[N:7]([C:18]([C:20]1[NH:21][CH:22]=[CH:23][CH:24]=1)=[O:19])[NH:8][C:9](=O)[C:10]1[CH:15]=[CH:14][C:13]([I:16])=[CH:12][CH:11]=1.[C:25](#N)C. (4) Given the product [C:18]1([C:9]2[C:8]3[C:17]4=[C:16]5[C:5](=[CH:6][CH:7]=3)[CH:4]=[CH:3][CH:2]=[C:15]5[CH:14]=[CH:13][C:12]4=[CH:11][CH:10]=2)[CH:23]=[CH:22][CH:21]=[CH:20][CH:19]=1, predict the reactants needed to synthesize it. The reactants are: Br[C:2]1[C:15]2[C:16]3=[C:17]4[C:12](=[CH:13][CH:14]=2)[CH:11]=[CH:10][CH:9]=[C:8]4[CH:7]=[CH:6][C:5]3=[CH:4][CH:3]=1.[C:18]1(B(O)O)[CH:23]=[CH:22][CH:21]=[CH:20][CH:19]=1.O1CCCC1.C(=O)([O-])[O-].[K+].[K+]. (5) Given the product [CH3:21][O:20][C:18](=[O:19])[CH2:17][N:5]1[C:4](=[O:7])[N:3]([CH2:8][C:9]2[CH:14]=[CH:13][CH:12]=[CH:11][C:10]=2[F:15])[C:2]([Br:1])=[N:6]1, predict the reactants needed to synthesize it. The reactants are: [Br:1][C:2]1[N:3]([CH2:8][C:9]2[CH:14]=[CH:13][CH:12]=[CH:11][C:10]=2[F:15])[C:4](=[O:7])[NH:5][N:6]=1.Cl[CH2:17][C:18]([O:20][CH3:21])=[O:19].C(=O)([O-])[O-].[K+].[K+].Cl. (6) Given the product [O:58]=[C:56]1[C:55]2[C:54](=[CH:62][CH:61]=[CH:60][CH:59]=2)[C:53](=[O:63])[N:57]1[CH2:35][C@@H:36]1[C@H:41]([CH3:42])[CH2:40][CH2:39][CH2:38][N:37]1[C:43]([O:45][CH2:46][C:47]1[CH:52]=[CH:51][CH:50]=[CH:49][CH:48]=1)=[O:44], predict the reactants needed to synthesize it. The reactants are: C1C=CC(P(C2C=CC=CC=2)C2C=CC=CC=2)=CC=1.CC(OC(/N=N/C(OC(C)C)=O)=O)C.O[CH2:35][C@@H:36]1[C@H:41]([CH3:42])[CH2:40][CH2:39][CH2:38][N:37]1[C:43]([O:45][CH2:46][C:47]1[CH:52]=[CH:51][CH:50]=[CH:49][CH:48]=1)=[O:44].[C:53]1(=[O:63])[NH:57][C:56](=[O:58])[C:55]2=[CH:59][CH:60]=[CH:61][CH:62]=[C:54]12. (7) Given the product [ClH:1].[NH2:52][CH2:51][C@H:48]1[CH2:47][CH2:46][C@H:45]([C:43]([NH:42][C@H:27]([C:28](=[O:41])[NH:29][C:30]2[CH:31]=[CH:32][C:33]([C:36]3[N:37]=[N:38][NH:39][N:40]=3)=[CH:34][CH:35]=2)[CH2:26][C:23]2[CH:22]=[CH:21][C:20]([C:4]3[C:3]([CH3:2])=[C:8]([CH3:9])[CH:7]=[C:6]([C:10]([NH:11][CH:12]4[CH2:13][CH2:14][N:15]([CH3:18])[CH2:16][CH2:17]4)=[O:19])[CH:5]=3)=[CH:25][CH:24]=2)=[O:44])[CH2:50][CH2:49]1, predict the reactants needed to synthesize it. The reactants are: [ClH:1].[CH3:2][C:3]1[C:8]([CH3:9])=[CH:7][C:6]([C:10](=[O:19])[NH:11][CH:12]2[CH2:17][CH2:16][N:15]([CH3:18])[CH2:14][CH2:13]2)=[CH:5][C:4]=1[C:20]1[CH:25]=[CH:24][C:23]([CH2:26][C@H:27]([NH:42][C:43]([C@H:45]2[CH2:50][CH2:49][C@H:48]([CH2:51][NH:52]C(=O)OC(C)(C)C)[CH2:47][CH2:46]2)=[O:44])[C:28](=[O:41])[NH:29][C:30]2[CH:35]=[CH:34][C:33]([C:36]3[N:37]=[N:38][NH:39][N:40]=3)=[CH:32][CH:31]=2)=[CH:22][CH:21]=1. (8) Given the product [F:26][C:23]1[CH:22]=[N:21][CH:20]=[C:19]([C:24]=1[CH3:25])[C:18]([NH:17][C:14]1[CH:13]=[CH:12][C:11](/[C:8](/[C:5]2[CH:6]=[CH:7][C:2]([C:33]3[N:29]([CH3:28])[CH:30]=[N:31][CH:32]=3)=[CH:3][CH:4]=2)=[CH:9]\[CH3:10])=[CH:16][N:15]=1)=[O:27], predict the reactants needed to synthesize it. The reactants are: Br[C:2]1[CH:7]=[CH:6][C:5](/[C:8](/[C:11]2[CH:12]=[CH:13][C:14]([NH:17][C:18](=[O:27])[C:19]3[C:24]([CH3:25])=[C:23]([F:26])[CH:22]=[N:21][CH:20]=3)=[N:15][CH:16]=2)=[CH:9]/[CH3:10])=[CH:4][CH:3]=1.[CH3:28][N:29]1[C:33]([Sn](CCCC)(CCCC)CCCC)=[CH:32][N:31]=[CH:30]1.C(=O)([O-])[O-].[K+].[K+].